Dataset: Full USPTO retrosynthesis dataset with 1.9M reactions from patents (1976-2016). Task: Predict the reactants needed to synthesize the given product. Given the product [C:15]([O:19][C:20](=[O:57])[N:21]([C@H:23]([C:25](=[O:56])[NH:26][C@@H:27]1[C:33](=[O:34])[N:32]([CH2:35][C:36]2[C:45]3[C:40](=[CH:41][C:42]([C:46]4[NH:49][C:2](=[O:3])[C:1](=[O:9])[NH:48][N:47]=4)=[CH:43][CH:44]=3)[CH:39]=[CH:38][C:37]=2[O:50][CH3:51])[C:31]2[CH:52]=[CH:53][CH:54]=[CH:55][C:30]=2[CH2:29][CH2:28]1)[CH3:24])[CH3:22])([CH3:16])([CH3:17])[CH3:18], predict the reactants needed to synthesize it. The reactants are: [C:1](N1C=CN=C1)(=[O:9])[C:2](N1C=CN=C1)=[O:3].[C:15]([O:19][C:20](=[O:57])[N:21]([C@H:23]([C:25](=[O:56])[NH:26][C@@H:27]1[C:33](=[O:34])[N:32]([CH2:35][C:36]2[C:45]3[C:40](=[CH:41][C:42]([C:46](=[NH:49])[NH:47][NH2:48])=[CH:43][CH:44]=3)[CH:39]=[CH:38][C:37]=2[O:50][CH3:51])[C:31]2[CH:52]=[CH:53][CH:54]=[CH:55][C:30]=2[CH2:29][CH2:28]1)[CH3:24])[CH3:22])([CH3:18])([CH3:17])[CH3:16].